Dataset: Reaction yield outcomes from USPTO patents with 853,638 reactions. Task: Predict the reaction yield, written as a fraction of the theoretical maximum amount of product (1.0 means a 100% yield; for example, 0.34 means a 34% yield). (1) The yield is 0.190. The reactants are CO[C:3]([C:5]1[S:6][C:7]([CH:10]=[CH:11][C:12]2[CH:17]=[CH:16][CH:15]=[C:14]([Cl:18])[CH:13]=2)=[CH:8][CH:9]=1)=[O:4].[N:19]12[CH2:26][CH2:25][CH:22]([CH2:23][CH2:24]1)[C@@H:21]([NH:27]C(C1SC(C3N=C(C)SC=3)=CC=1)=O)[CH2:20]2. No catalyst specified. The product is [N:19]12[CH2:26][CH2:25][CH:22]([CH2:23][CH2:24]1)[C@@H:21]([NH:27][C:3]([C:5]1[S:6][C:7]([CH:10]=[CH:11][C:12]3[CH:17]=[CH:16][CH:15]=[C:14]([Cl:18])[CH:13]=3)=[CH:8][CH:9]=1)=[O:4])[CH2:20]2. (2) The reactants are [O:1]1[C:5]2[C:6]([CH2:10][CH2:11][CH:12]3[CH2:17][CH2:16][N:15]([CH2:18][C:19]4[C:20]([O:25]C)=[N:21][CH:22]=[CH:23][N:24]=4)[CH2:14][CH2:13]3)=[CH:7][CH:8]=[CH:9][C:4]=2[CH:3]=[CH:2]1.[I-].[Na+].Cl[Si](C)(C)C.C(=O)([O-])[O-].[Na+].[Na+]. The catalyst is C(#N)C.C(OCC)(=O)C. The product is [O:1]1[C:5]2[C:6]([CH2:10][CH2:11][CH:12]3[CH2:17][CH2:16][N:15]([CH2:18][C:19]4[C:20](=[O:25])[NH:21][CH:22]=[CH:23][N:24]=4)[CH2:14][CH2:13]3)=[CH:7][CH:8]=[CH:9][C:4]=2[CH:3]=[CH:2]1. The yield is 0.340. (3) The reactants are [CH3:1][O:2][C:3]1[CH:11]=[C:7]([C:8]([OH:10])=[O:9])[C:6]([NH2:12])=[CH:5][CH:4]=1.[C:13](OC(=O)C)(=O)[CH3:14]. No catalyst specified. The product is [CH3:13][C:14]1[O:9][C:8](=[O:10])[C:7]2[CH:11]=[C:3]([O:2][CH3:1])[CH:4]=[CH:5][C:6]=2[N:12]=1. The yield is 0.710. (4) The reactants are [Cl:1][C:2]1[CH:14]=[CH:13][C:5]([O:6][C:7]([CH3:12])([CH3:11])[C:8]([OH:10])=O)=[CH:4][CH:3]=1.C(N(CC)CC)C.C1C=CC2N(O)N=NC=2C=1.[NH2:32][C:33]1[S:34][CH:35]=[CH:36][N:37]=1.CCN=C=NCCCN(C)C. The catalyst is C(Cl)Cl. The product is [Cl:1][C:2]1[CH:3]=[CH:4][C:5]([O:6][C:7]([CH3:12])([CH3:11])[C:8]([NH:32][C:33]2[S:34][CH:35]=[CH:36][N:37]=2)=[O:10])=[CH:13][CH:14]=1. The yield is 0.780.